Dataset: Catalyst prediction with 721,799 reactions and 888 catalyst types from USPTO. Task: Predict which catalyst facilitates the given reaction. (1) Reactant: O[C:2]1[CH:7]=[CH:6][CH:5]=[CH:4][C:3]=1[C:8]1[CH:9]=[CH:10][C:11]2[C:12]([CH:16]=1)=[N:13][O:14][N:15]=2.[Br-:17].[Br-].[Br-].C([N+](CCCC)(CCCC)CCCC)CCC.C([N+](CCCC)(CCCC)CCCC)CCC.C([N+](CCCC)(CCCC)CCCC)CCC.[OH2:71]. Product: [Br:17][C:7]1[CH:2]=[C:3]([C:8]2[CH:9]=[CH:10][C:11]3[C:12]([CH:16]=2)=[N:13][O:14][N:15]=3)[CH:4]=[C:5]([OH:71])[CH:6]=1. The catalyst class is: 4. (2) Reactant: [CH2:1]([O:3][C:4]([CH2:6][CH2:7][N:8]1[CH2:13][CH2:12][N:11]2[N:14]=[C:15]([C:17]([OH:19])=O)[CH:16]=[C:10]2[C:9]1=[O:20])=[O:5])[CH3:2].C(N(C(C)C)CC)(C)C.F[B-](F)(F)F.N1(OC(N(C)C)=[N+](C)C)C2C=CC=CC=2N=N1.[NH2:52][CH2:53][C@H:54]([NH:62][C:63]([O:65][CH2:66][C:67]1[CH:72]=[CH:71][CH:70]=[CH:69][CH:68]=1)=[O:64])[C:55]([O:57][C:58]([CH3:61])([CH3:60])[CH3:59])=[O:56]. Product: [CH2:1]([O:3][C:4]([CH2:6][CH2:7][N:8]1[CH2:13][CH2:12][N:11]2[N:14]=[C:15]([C:17]([NH:52][CH2:53][C@H:54]([NH:62][C:63]([O:65][CH2:66][C:67]3[CH:68]=[CH:69][CH:70]=[CH:71][CH:72]=3)=[O:64])[C:55]([O:57][C:58]([CH3:60])([CH3:61])[CH3:59])=[O:56])=[O:19])[CH:16]=[C:10]2[C:9]1=[O:20])=[O:5])[CH3:2]. The catalyst class is: 42. (3) Reactant: [C:1](Cl)(=[O:5])[CH2:2][CH2:3][CH3:4].[OH:7][C@@H:8]1[C:25]2[C:24]3[N:23]([CH3:26])[C:22]4[N:21]=[C:20]5[CH:27]=[CH:28][CH:29]=[CH:30][C:19]5=[CH:18][C:17]=4[C:16](=[O:31])[C:15]=3[C:14]([O:32][CH3:33])=[CH:13][C:12]=2[O:11][C:10]([CH3:35])([CH3:34])[C@@H:9]1[OH:36]. Product: [C:1]([O:36][C@@H:9]1[C@H:8]([OH:7])[C:25]2[C:24]3[N:23]([CH3:26])[C:22]4[N:21]=[C:20]5[CH:27]=[CH:28][CH:29]=[CH:30][C:19]5=[CH:18][C:17]=4[C:16](=[O:31])[C:15]=3[C:14]([O:32][CH3:33])=[CH:13][C:12]=2[O:11][C:10]1([CH3:34])[CH3:35])(=[O:5])[CH2:2][CH2:3][CH3:4]. The catalyst class is: 537. (4) Reactant: [CH3:1][O:2][C:3]1[CH:12]=[CH:11][C:10]2[C:5](=[C:6]([CH:13]3[CH2:15][O:14]3)[CH:7]=[CH:8][CH:9]=2)[N:4]=1.[N-:16]=[N+:17]=[N-:18].[Na+]. Product: [N:16]([CH:13]([C:6]1[CH:7]=[CH:8][CH:9]=[C:10]2[C:5]=1[N:4]=[C:3]([O:2][CH3:1])[CH:12]=[CH:11]2)[CH2:15][OH:14])=[N+:17]=[N-:18]. The catalyst class is: 38. (5) Reactant: [N+:1]([C:4]1[CH:9]=[CH:8][C:7]([C@@H:10]2[O:12][C@H:11]2[CH2:13][OH:14])=[CH:6][CH:5]=1)([O-:3])=[O:2].[C:15]([NH:18][C:19]1[CH:24]=[CH:23][C:22]([OH:25])=[CH:21][CH:20]=1)(=[O:17])[CH3:16].CO.[OH-].[Na+]. The catalyst class is: 6. Product: [C:15]([NH:18][C:19]1[CH:24]=[CH:23][C:22]([O:25][C@H:10]([C:7]2[CH:8]=[CH:9][C:4]([N+:1]([O-:3])=[O:2])=[CH:5][CH:6]=2)[C@@H:11]([OH:12])[CH2:13][OH:14])=[CH:21][CH:20]=1)(=[O:17])[CH3:16]. (6) Reactant: Cl.[NH2:2][OH:3].C(N(CC)CC)C.[Cl:11][C:12]1[CH:13]=[C:14]([CH2:20][C:21]([O:23][CH3:24])=[O:22])[CH:15]=[CH:16][C:17]=1[C:18]#[N:19]. Product: [Cl:11][C:12]1[CH:13]=[C:14]([CH2:20][C:21]([O:23][CH3:24])=[O:22])[CH:15]=[CH:16][C:17]=1[C:18](=[N:2][OH:3])[NH2:19]. The catalyst class is: 8.